From a dataset of Reaction yield outcomes from USPTO patents with 853,638 reactions. Predict the reaction yield, written as a fraction of the theoretical maximum amount of product (1.0 means a 100% yield; for example, 0.34 means a 34% yield). (1) The reactants are [CH3:1][C@@H:2]1[C@H:6]([C:7]2[CH:12]=[CH:11][CH:10]=[CH:9][CH:8]=2)[O:5][C:4](=[O:13])[N:3]1[C:14](=[O:24])[CH2:15][CH2:16][C@H:17]([CH3:23])[CH2:18][CH2:19][CH2:20][CH2:21][CH3:22].C[C@@H](CCCCC)CCC(O)=O. No catalyst specified. The product is [CH3:1][C@@H:2]1[C@H:6]([C:7]2[CH:12]=[CH:11][CH:10]=[CH:9][CH:8]=2)[O:5][C:4](=[O:13])[N:3]1[C:14](=[O:24])[CH2:15][CH2:16][C@@H:17]([CH3:23])[CH2:18][CH2:19][CH2:20][CH2:21][CH3:22]. The yield is 1.00. (2) The reactants are [NH2:1][CH2:2][CH:3]([OH:6])[CH2:4][CH3:5].Cl[C:8]([O:10][CH2:11][C:12]1[CH:17]=[CH:16][CH:15]=[CH:14][CH:13]=1)=[O:9].C(=O)([O-])[O-].[Na+].[Na+]. The catalyst is O. The product is [CH2:11]([O:10][C:8]([NH:1][CH2:2][CH:3]([OH:6])[CH2:4][CH3:5])=[O:9])[C:12]1[CH:17]=[CH:16][CH:15]=[CH:14][CH:13]=1. The yield is 1.00.